From a dataset of Catalyst prediction with 721,799 reactions and 888 catalyst types from USPTO. Predict which catalyst facilitates the given reaction. (1) Reactant: C([O:3][P:4]([CH:9]([P:40]([O:45]CC)([O:42]CC)=[O:41])[CH2:10][C:11]([N:13]1[CH2:18][CH2:17][N:16]([C:19]2[C:28]([O:29][CH3:30])=[C:27]3[C:22]([C:23](=[O:37])[C:24]([C:34]([OH:36])=[O:35])=[CH:25][N:26]3[CH:31]3[CH2:33][CH2:32]3)=[CH:21][C:20]=2[F:38])[CH2:15][CH:14]1[CH3:39])=[O:12])([O:6]CC)=[O:5])C.C[Si](Br)(C)C. Product: [P:4]([CH:9]([P:40]([OH:42])([OH:45])=[O:41])[CH2:10][C:11]([N:13]1[CH2:18][CH2:17][N:16]([C:19]2[C:28]([O:29][CH3:30])=[C:27]3[C:22]([C:23](=[O:37])[C:24]([C:34]([OH:36])=[O:35])=[CH:25][N:26]3[CH:31]3[CH2:32][CH2:33]3)=[CH:21][C:20]=2[F:38])[CH2:15][CH:14]1[CH3:39])=[O:12])([OH:6])([OH:5])=[O:3]. The catalyst class is: 2. (2) Reactant: Cl[C:2]1[N:3]=[C:4]([NH:13][C@H:14]2[CH2:19][CH2:18][C@H:17]([N:20]3[CH2:25][CH2:24][O:23][CH2:22][CH2:21]3)[CH2:16][CH2:15]2)[C:5]2[N:10]=[C:9]([CH2:11][CH3:12])[S:8][C:6]=2[N:7]=1.Cl.[CH3:27][CH:28]([N:30]1[CH:34]=[C:33]([NH2:35])[CH:32]=[N:31]1)[CH3:29].Cl. Product: [CH2:11]([C:9]1[S:8][C:6]2[N:7]=[C:2]([NH:35][C:33]3[CH:32]=[N:31][N:30]([CH:28]([CH3:29])[CH3:27])[CH:34]=3)[N:3]=[C:4]([NH:13][C@H:14]3[CH2:19][CH2:18][C@H:17]([N:20]4[CH2:25][CH2:24][O:23][CH2:22][CH2:21]4)[CH2:16][CH2:15]3)[C:5]=2[N:10]=1)[CH3:12]. The catalyst class is: 32. (3) Reactant: [Cl:1][C:2]1[CH:3]=[C:4]([CH:8]=[CH:9][C:10]=1[O:11][CH:12]([CH3:14])[CH3:13])[C:5](O)=O.[NH:15]([C:17](=[S:19])[NH2:18])[NH2:16].P(Cl)(Cl)(Cl)=O.[OH-].[Na+]. Product: [Cl:1][C:2]1[CH:3]=[C:4]([C:5]2[S:19][C:17]([NH2:18])=[N:15][N:16]=2)[CH:8]=[CH:9][C:10]=1[O:11][CH:12]([CH3:14])[CH3:13]. The catalyst class is: 6.